This data is from Reaction yield outcomes from USPTO patents with 853,638 reactions. The task is: Predict the reaction yield, written as a fraction of the theoretical maximum amount of product (1.0 means a 100% yield; for example, 0.34 means a 34% yield). The reactants are C(O[C:6]([N:8]1[CH2:13][CH2:12][N:11]([C:14]([O:16][C:17]([CH3:20])([CH3:19])[CH3:18])=[O:15])[CH2:10][CH:9]1[C:21]([OH:23])=O)=[O:7])(C)(C)C.B.C1COCC1.[H-].[Na+]. The catalyst is C1COCC1. The product is [O:7]=[C:6]1[N:8]2[CH2:13][CH2:12][N:11]([C:14]([O:16][C:17]([CH3:18])([CH3:19])[CH3:20])=[O:15])[CH2:10][CH:9]2[CH2:21][O:23]1. The yield is 0.590.